The task is: Predict which catalyst facilitates the given reaction.. This data is from Catalyst prediction with 721,799 reactions and 888 catalyst types from USPTO. Product: [NH2:1][C:2]1[C:7]([NH2:8])=[CH:6][C:5]([C:11]2[CH:12]=[CH:13][C:14]([Cl:17])=[CH:15][CH:16]=2)=[CH:4][N:3]=1. The catalyst class is: 8. Reactant: [NH2:1][C:2]1[C:7]([N+:8]([O-])=O)=[CH:6][C:5]([C:11]2[CH:16]=[CH:15][C:14]([Cl:17])=[CH:13][CH:12]=2)=[CH:4][N:3]=1.O.O.Cl[Sn]Cl.